From a dataset of Reaction yield outcomes from USPTO patents with 853,638 reactions. Predict the reaction yield, written as a fraction of the theoretical maximum amount of product (1.0 means a 100% yield; for example, 0.34 means a 34% yield). The reactants are [C:1]([C:3](=[N:15][O:16][CH2:17][CH:18]([CH3:20])[CH3:19])[C:4]([N:10]1[CH:14]=[N:13][CH:12]=[N:11]1)=[N:5][O:6][CH:7]([CH3:9])[CH3:8])#[N:2].Cl.[NH2:22][OH:23].C([O-])(=O)C.[Na+]. No catalyst specified. The product is [OH:23][NH:22][C:1]([C:3](=[N:15][O:16][CH2:17][CH:18]([CH3:20])[CH3:19])[C:4]([N:10]1[CH:14]=[N:13][CH:12]=[N:11]1)=[N:5][O:6][CH:7]([CH3:9])[CH3:8])=[NH:2]. The yield is 0.480.